From a dataset of Full USPTO retrosynthesis dataset with 1.9M reactions from patents (1976-2016). Predict the reactants needed to synthesize the given product. (1) Given the product [NH2:1][C:2]1[N:7]=[C:6]([Cl:8])[CH:5]=[C:4]([O:10][CH2:11][CH3:12])[N:3]=1.[NH2:1][C:2]1[N:7]=[C:6]([Cl:8])[CH:5]=[C:4]([O:14][CH2:15][CH2:16][CH3:17])[N:3]=1, predict the reactants needed to synthesize it. The reactants are: [NH2:1][C:2]1[N:7]=[C:6]([Cl:8])[CH:5]=[C:4](Cl)[N:3]=1.[O-:10][CH2:11][CH3:12].[Na+].[O-:14][CH2:15][CH2:16][CH3:17].[Na+].[OH-].[K+]. (2) Given the product [OH:6][C:7]1[CH:8]=[CH:9][C:10]2[CH:19]3[CH:15]([N:16]([C:20]([O:22][C:23]([CH3:26])([CH3:25])[CH3:24])=[O:21])[CH2:17][CH2:18]3)[CH2:14][O:13][C:11]=2[CH:12]=1, predict the reactants needed to synthesize it. The reactants are: B(Br)(Br)Br.C[O:6][C:7]1[CH:8]=[CH:9][C:10]2[CH:19]3[CH:15]([N:16]([C:20]([O:22][C:23]([CH3:26])([CH3:25])[CH3:24])=[O:21])[CH2:17][CH2:18]3)[CH2:14][O:13][C:11]=2[CH:12]=1.[OH-].[Na+].C(OC(OC(C)(C)C)=O)(OC(C)(C)C)=O. (3) The reactants are: [F:1][C:2]([F:14])([F:13])[C:3]1[CH:11]=[CH:10][CH:9]=[C:8]2[C:4]=1[CH2:5][CH2:6][CH:7]2[NH2:12].[NH2:15][C:16](N)=[O:17].Cl. Given the product [F:1][C:2]([F:13])([F:14])[C:3]1[CH:11]=[CH:10][CH:9]=[C:8]2[C:4]=1[CH2:5][CH2:6][CH:7]2[NH:12][C:16]([NH2:15])=[O:17], predict the reactants needed to synthesize it. (4) Given the product [NH2:30][C@H:29]([C:28]([NH:33][C@H:34]([C:40]([OH:42])=[O:41])[CH2:35][CH2:36][C:37](=[O:39])[NH2:38])=[O:27])[CH3:31].[CH3:26][O:27][C:28](=[O:32])[C@H:29]([CH3:31])[NH2:30].[NH2:33][C@H:34]([C:40]([OH:42])=[O:41])[CH2:35][CH2:36][C:37](=[O:39])[NH2:38].[NH2:7][C@H:45]([C:46]([NH2:47])=[O:48])[CH3:44], predict the reactants needed to synthesize it. The reactants are: B([O-])([O-])[O-].C(N(CC(O)=O)CC(O)=O)C[N:7](CC(O)=O)CC(O)=O.Cl.[CH3:26][O:27][C:28](=[O:32])[C@H:29]([CH3:31])[NH2:30].[NH2:33][C@H:34]([C:40]([OH:42])=[O:41])[CH2:35][CH2:36][C:37](=[O:39])[NH2:38].N[C@H:44](C(O)=O)[CH2:45][C:46](=[O:48])[NH2:47].